Dataset: Catalyst prediction with 721,799 reactions and 888 catalyst types from USPTO. Task: Predict which catalyst facilitates the given reaction. (1) Reactant: [N:1]1[CH:6]=[CH:5][CH:4]=[C:3]([C:7]2[N:16]=[C:10]3[CH:11]=[C:12]([NH2:15])[CH:13]=[CH:14][N:9]3[N:8]=2)[CH:2]=1.[CH3:17][O:18][C:19]([C:21]1[CH:22]=[N:23][N:24]([CH3:29])[C:25]=1[C:26](O)=[O:27])=[O:20].CCCP(=O)=O.C(N(CC)C(C)C)(C)C. Product: [CH3:29][N:24]1[C:25]([C:26](=[O:27])[NH:15][C:12]2[CH:13]=[CH:14][N:9]3[N:8]=[C:7]([C:3]4[CH:2]=[N:1][CH:6]=[CH:5][CH:4]=4)[N:16]=[C:10]3[CH:11]=2)=[C:21]([C:19]([O:18][CH3:17])=[O:20])[CH:22]=[N:23]1. The catalyst class is: 7. (2) Reactant: [NH2:1][C:2]1[C:9]([Cl:10])=[CH:8][C:5]([C:6]#[N:7])=[CH:4][N:3]=1.[ClH:11]. Product: [ClH:10].[ClH:11].[NH2:7][CH2:6][C:5]1[CH:8]=[C:9]([Cl:10])[C:2]([NH2:1])=[N:3][CH:4]=1. The catalyst class is: 29. (3) Reactant: [N-:1]=[N+:2]=[N-:3].O[CH2:5][C:6]1(O[CH2:14][C@@H:12](O)[C@@H:10](O)[C@H:8]1O)O.[CH3:16][OH:17]. Product: [CH3:16][O:17][C:5]1[CH:14]=[CH:12][C:10]([CH2:5][CH2:6][CH:8]([N:1]=[N+:2]=[N-:3])[CH3:10])=[CH:8][CH:6]=1. The catalyst class is: 45. (4) Reactant: [CH3:1][C:2]1[N:6]=[C:5]([CH3:7])[S:4][C:3]=1/[CH:8]=[CH:9]/[C:10](N(C)C)=O.[CH3:15][C:16]1[CH:17]=[C:18]([NH:28][C:29]([NH2:31])=[NH:30])[CH:19]=[CH:20][C:21]=1[N:22]1[CH2:27][CH2:26][CH2:25][CH2:24][CH2:23]1. Product: [CH3:7][C:5]1[S:4][C:3]([C:8]2[CH:9]=[CH:10][N:31]=[C:29]([NH:28][C:18]3[CH:19]=[CH:20][C:21]([N:22]4[CH2:23][CH2:24][CH2:25][CH2:26][CH2:27]4)=[C:16]([CH3:15])[CH:17]=3)[N:30]=2)=[C:2]([CH3:1])[N:6]=1. The catalyst class is: 23. (5) Reactant: [F:1][C:2]([F:17])([F:16])[C:3]1[CH:4]=[C:5]([CH:7]=[CH:8][C:9]=1[N:10]1[CH2:15][CH2:14][O:13][CH2:12][CH2:11]1)[NH2:6].[C:18]([CH:21]=[C:22]=[O:23])(=[O:20])[CH3:19]. Product: [F:17][C:2]([F:1])([F:16])[C:3]1[CH:4]=[C:5]([NH:6][C:22](=[O:23])[CH2:21][C:18](=[O:20])[CH3:19])[CH:7]=[CH:8][C:9]=1[N:10]1[CH2:11][CH2:12][O:13][CH2:14][CH2:15]1. The catalyst class is: 25. (6) Reactant: [C:1]([CH:4]([C:12](=[O:21])[CH2:13][S:14][C:15]1[CH:20]=[CH:19][CH:18]=[CH:17][CH:16]=1)C(OC(C)(C)C)=O)(=[O:3])[CH3:2]. Product: [C:15]1([S:14][CH2:13][C:12](=[O:21])[CH2:4][C:1](=[O:3])[CH3:2])[CH:20]=[CH:19][CH:18]=[CH:17][CH:16]=1. The catalyst class is: 67.